Dataset: Reaction yield outcomes from USPTO patents with 853,638 reactions. Task: Predict the reaction yield, written as a fraction of the theoretical maximum amount of product (1.0 means a 100% yield; for example, 0.34 means a 34% yield). The reactants are C(OC([C:11]1[C:19]2[C:14](=[CH:15][CH:16]=[C:17](CCOS(C)(=O)=O)[CH:18]=2)[NH:13][C:12]=1C)=O)C1C=CC=CC=1.[NH:28]1CCC[C@@H]1CO. The catalyst is O1CCOCC1. The product is [NH:13]1[C:14]2[C:19](=[CH:18][CH:17]=[CH:16][CH:15]=2)[CH:11]=[C:12]1[NH2:28]. The yield is 0.570.